Task: Regression. Given a peptide amino acid sequence and an MHC pseudo amino acid sequence, predict their binding affinity value. This is MHC class II binding data.. Dataset: Peptide-MHC class II binding affinity with 134,281 pairs from IEDB (1) The peptide sequence is CGSLIGMTNRATWAS. The MHC is DRB1_0901 with pseudo-sequence DRB1_0901. The binding affinity (normalized) is 0.491. (2) The peptide sequence is ELNNALQNLARTISE. The MHC is HLA-DPA10201-DPB10501 with pseudo-sequence HLA-DPA10201-DPB10501. The binding affinity (normalized) is 0.302. (3) The peptide sequence is MWALGENMAPEKVDF. The MHC is DRB1_1302 with pseudo-sequence DRB1_1302. The binding affinity (normalized) is 0.286. (4) The peptide sequence is ATIRVLALGNQEGSL. The MHC is DRB1_0901 with pseudo-sequence DRB1_0901. The binding affinity (normalized) is 0.552.